Dataset: Peptide-MHC class II binding affinity with 134,281 pairs from IEDB. Task: Regression. Given a peptide amino acid sequence and an MHC pseudo amino acid sequence, predict their binding affinity value. This is MHC class II binding data. The peptide sequence is PSLIKTLQSRMSKNF. The MHC is DRB1_1501 with pseudo-sequence DRB1_1501. The binding affinity (normalized) is 1.00.